This data is from Peptide-MHC class I binding affinity with 185,985 pairs from IEDB/IMGT. The task is: Regression. Given a peptide amino acid sequence and an MHC pseudo amino acid sequence, predict their binding affinity value. This is MHC class I binding data. (1) The peptide sequence is IVSHLRASTT. The MHC is HLA-A02:03 with pseudo-sequence HLA-A02:03. The binding affinity (normalized) is 0.565. (2) The peptide sequence is KQYLNLYPV. The MHC is HLA-A11:01 with pseudo-sequence HLA-A11:01. The binding affinity (normalized) is 0.0461. (3) The peptide sequence is AKSVFNSLY. The MHC is HLA-A24:02 with pseudo-sequence HLA-A24:02. The binding affinity (normalized) is 0. (4) The peptide sequence is GRNSRFPDK. The MHC is HLA-A26:01 with pseudo-sequence HLA-A26:01. The binding affinity (normalized) is 0.0847. (5) The binding affinity (normalized) is 0. The peptide sequence is AAVDLSHFL. The MHC is HLA-B40:01 with pseudo-sequence HLA-B40:01.